This data is from Full USPTO retrosynthesis dataset with 1.9M reactions from patents (1976-2016). The task is: Predict the reactants needed to synthesize the given product. (1) The reactants are: [I:1][C:2]1[CH:3]=[C:4]([CH:9]=[CH:10][C:11]=1[CH3:12])[C:5]([NH:7][NH2:8])=[O:6].[CH3:13]OC(C1C=C(C2C=CC(NC(=O)C3C(F)=CC=CC=3F)=CC=2)C(C)=CC=1)=O. Given the product [I:1][C:2]1[CH:3]=[C:4]([C:5]2[O:6][CH:13]=[N:8][N:7]=2)[CH:9]=[CH:10][C:11]=1[CH3:12], predict the reactants needed to synthesize it. (2) Given the product [Cl:19][C:17]1[CH:16]=[CH:15][C:14]2[N:8]([CH2:7][C:6]([CH3:50])([CH3:51])[CH2:5][OH:4])[C:9](=[O:49])[C@@H:10]([CH2:30][C:31]([NH:33][C:34]3[CH:35]=[C:36]([C:42]([CH3:47])([CH3:48])[C:43]([OH:45])=[O:44])[CH:37]=[CH:38][C:39]=3[O:40][CH3:41])=[O:32])[O:11][C@H:12]([C:20]3[CH:25]=[CH:24][CH:23]=[C:22]([O:26][CH3:27])[C:21]=3[O:28][CH3:29])[C:13]=2[CH:18]=1, predict the reactants needed to synthesize it. The reactants are: C([O:4][CH2:5][C:6]([CH3:51])([CH3:50])[CH2:7][N:8]1[C:14]2[CH:15]=[CH:16][C:17]([Cl:19])=[CH:18][C:13]=2[C@@H:12]([C:20]2[CH:25]=[CH:24][CH:23]=[C:22]([O:26][CH3:27])[C:21]=2[O:28][CH3:29])[O:11][C@H:10]([CH2:30][C:31]([NH:33][C:34]2[CH:35]=[C:36]([C:42]([CH3:48])([CH3:47])[C:43]([O:45]C)=[O:44])[CH:37]=[CH:38][C:39]=2[O:40][CH3:41])=[O:32])[C:9]1=[O:49])(=O)C.[OH-].[Na+].C(O)C. (3) Given the product [F:14][CH:15]([F:19])[C:16](=[O:17])[C:8](=[CH:7][N:1]1[CH2:6][CH2:5][CH2:4][CH2:3][CH2:2]1)[C:9]([O:11][CH2:12][CH3:13])=[O:10], predict the reactants needed to synthesize it. The reactants are: [N:1]1([CH:7]=[CH:8][C:9]([O:11][CH2:12][CH3:13])=[O:10])[CH2:6][CH2:5][CH2:4][CH2:3][CH2:2]1.[F:14][CH:15]([F:19])[C:16](F)=[O:17].C(N(CC)CC)C. (4) Given the product [Br:13][C:14]1[CH:19]=[C:18]([N+:20]([O-:22])=[O:21])[CH:17]=[C:16]([Br:23])[C:15]=1[CH:10]([C:7]1[CH:8]=[CH:9][C:4]([Cl:3])=[CH:5][CH:6]=1)[C:11]#[N:12], predict the reactants needed to synthesize it. The reactants are: [H-].[Na+].[Cl:3][C:4]1[CH:9]=[CH:8][C:7]([CH2:10][C:11]#[N:12])=[CH:6][CH:5]=1.[Br:13][C:14]1[CH:19]=[C:18]([N+:20]([O-:22])=[O:21])[CH:17]=[C:16]([Br:23])[C:15]=1OC.Cl. (5) Given the product [CH3:1][C:2]([CH3:18])([CH3:17])[C@@H:3]([O:16][C:20]([NH:19][C@@H:22]([CH2:27][CH2:28][CH2:29][CH3:30])[C:23]([O:25][CH3:26])=[O:24])=[O:21])[CH2:4][C:5]1[O:6][C:7]([C:10]2[CH:15]=[CH:14][CH:13]=[CH:12][CH:11]=2)=[N:8][N:9]=1, predict the reactants needed to synthesize it. The reactants are: [CH3:1][C:2]([CH3:18])([CH3:17])[C@@H:3]([OH:16])[CH2:4][C:5]1[O:6][C:7]([C:10]2[CH:15]=[CH:14][CH:13]=[CH:12][CH:11]=2)=[N:8][N:9]=1.[N:19]([C@@H:22]([CH2:27][CH2:28][CH2:29][CH3:30])[C:23]([O:25][CH3:26])=[O:24])=[C:20]=[O:21]. (6) The reactants are: [Br:1][C:2]1[C:3]([F:14])=[C:4]([F:13])[C:5]([F:12])=[C:6](S(Cl)(=O)=O)[CH:7]=1.BrC1C(F)=C(F)C(F)=CC=1S(Cl)(=O)=O. Given the product [Br:1][C:2]1[CH:7]=[CH:6][C:5]([F:12])=[C:4]([F:13])[C:3]=1[F:14], predict the reactants needed to synthesize it. (7) Given the product [CH3:1][S:2][C:3]1[N:11]=[C:10]2[C:6]([NH:7][CH:8]=[N:9]2)=[C:5]([NH:13][C:14]2[CH:19]=[CH:18][CH:17]=[CH:16][CH:15]=2)[N:4]=1, predict the reactants needed to synthesize it. The reactants are: [CH3:1][S:2][C:3]1[N:11]=[C:10]2[C:6]([NH:7][CH:8]=[N:9]2)=[C:5](Cl)[N:4]=1.[NH2:13][C:14]1[CH:19]=[CH:18][CH:17]=[CH:16][CH:15]=1.C(N(CC)CC)C.